From a dataset of Full USPTO retrosynthesis dataset with 1.9M reactions from patents (1976-2016). Predict the reactants needed to synthesize the given product. (1) Given the product [C:3]([CH2:4][NH:5][CH2:6][C@:7]12[CH2:41][CH2:40][C@@H:39]([C:42]([CH3:44])=[CH2:43])[C@@H:8]1[C@@H:9]1[C@@:22]([CH3:25])([CH2:23][CH2:24]2)[C@@:21]2([CH3:26])[C@@H:12]([C@:13]3([CH3:38])[C@@H:18]([CH2:19][CH2:20]2)[C:17]([CH3:28])([CH3:27])[C:16]([C:29]2[CH:37]=[CH:36][C:32]([C:33]([OH:35])=[O:34])=[CH:31][CH:30]=2)=[CH:15][CH2:14]3)[CH2:11][CH2:10]1)([OH:45])=[O:2], predict the reactants needed to synthesize it. The reactants are: C[O:2][C:3](=[O:45])[CH2:4][NH:5][CH2:6][C@:7]12[CH2:41][CH2:40][C@@H:39]([C:42]([CH3:44])=[CH2:43])[C@@H:8]1[C@@H:9]1[C@@:22]([CH3:25])([CH2:23][CH2:24]2)[C@@:21]2([CH3:26])[C@@H:12]([C@:13]3([CH3:38])[C@@H:18]([CH2:19][CH2:20]2)[C:17]([CH3:28])([CH3:27])[C:16]([C:29]2[CH:37]=[CH:36][C:32]([C:33]([OH:35])=[O:34])=[CH:31][CH:30]=2)=[CH:15][CH2:14]3)[CH2:11][CH2:10]1.O1CCOCC1. (2) Given the product [CH3:1][O:2][C:3](=[O:27])[CH:4]([NH:8][S:9]([C:12]1[CH:17]=[CH:16][C:15]([O:18][CH2:19][C:20]2[CH:21]=[CH:22][CH:23]=[CH:24][CH:25]=2)=[CH:14][CH:13]=1)(=[O:10])=[O:11])[CH:5]([OH:7])[CH3:6], predict the reactants needed to synthesize it. The reactants are: [CH3:1][O:2][C:3](=[O:27])[C@H:4]([NH:8][S:9]([C:12]1[CH:17]=[CH:16][C:15]([O:18][CH2:19][C:20]2[CH:25]=[CH:24][C:23](F)=[CH:22][CH:21]=2)=[CH:14][CH:13]=1)(=[O:11])=[O:10])[C@@H:5]([OH:7])[CH3:6].C(OC1C=CC(S(Cl)(=O)=O)=CC=1)C1C=CC=CC=1.FC1C=CC(COC2C=CC(S(Cl)(=O)=O)=CC=2)=CC=1. (3) Given the product [Br:1][C:2]1[O:6][C:5]([CH3:7])=[C:4]([CH2:8][OH:9])[CH:3]=1, predict the reactants needed to synthesize it. The reactants are: [Br:1][C:2]1[O:6][C:5]([CH3:7])=[C:4]([C:8](OC)=[O:9])[CH:3]=1.[H-].[Al+3].[Li+].[H-].[H-].[H-].Cl.O. (4) Given the product [F:26][C:23]1[CH:24]=[C:25]2[C:20](=[CH:21][CH:22]=1)[NH:19][C:18](=[O:27])[C:17]2=[N:16][N:15]=[CH:14][C:11]1[NH:10][C:9]([CH3:28])=[C:8]([C:6]([NH:5][CH2:4][C:3]([OH:29])=[O:2])=[O:7])[C:12]=1[CH3:13], predict the reactants needed to synthesize it. The reactants are: C[O:2][C:3](=[O:29])[CH2:4][NH:5][C:6]([C:8]1[C:12]([CH3:13])=[C:11]([CH:14]=[N:15][N:16]=[C:17]2[C:25]3[C:20](=[CH:21][CH:22]=[C:23]([F:26])[CH:24]=3)[NH:19][C:18]2=[O:27])[NH:10][C:9]=1[CH3:28])=[O:7].CO.[Li+].[OH-].Cl. (5) Given the product [NH2:1][C:2]1[CH:3]=[CH:4][C:5]([C:8]2[CH2:9][C@H:10]3[CH:16]=[N:15][C:14]4[CH:26]=[C:27]([O:32][CH2:33][CH2:34][CH2:35][O:36][C:37]5[C:38]([O:64][CH3:65])=[CH:39][C:40]6[C:46](=[O:47])[N:45]7[CH:48]=[C:49]([CH:51]8[CH2:53][CH2:52]8)[CH2:50][C@H:44]7[CH:43]=[N:42][C:41]=6[CH:63]=5)[C:28]([O:30][CH3:31])=[CH:29][C:13]=4[C:12](=[O:66])[N:11]3[CH:67]=2)=[CH:6][CH:7]=1, predict the reactants needed to synthesize it. The reactants are: [NH2:1][C:2]1[CH:7]=[CH:6][C:5]([C:8]2[CH2:9][C@H:10]3[C:16](=O)[N:15](COCC[Si](C)(C)C)[C:14]4[CH:26]=[C:27]([O:32][CH2:33][CH2:34][CH2:35][O:36][C:37]5[C:38]([O:64][CH3:65])=[CH:39][C:40]6[C:46](=[O:47])[N:45]7[CH:48]=[C:49]([CH:51]8[CH2:53][CH2:52]8)[CH2:50][C@H:44]7[C:43](=O)[N:42](COCC[Si](C)(C)C)[C:41]=6[CH:63]=5)[C:28]([O:30][CH3:31])=[CH:29][C:13]=4[C:12](=[O:66])[N:11]3[CH:67]=2)=[CH:4][CH:3]=1.[Li+].[B-](CC)(CC)CC. (6) Given the product [Br:35][CH2:3][C:5]1[N:9]([CH2:10][CH:11]([CH3:13])[CH3:12])[N:8]=[C:7]([CH3:14])[CH:6]=1, predict the reactants needed to synthesize it. The reactants are: C([CH:3]([C:5]1[N:9]([CH2:10][CH:11]([CH3:13])[CH3:12])[N:8]=[C:7]([CH3:14])[CH:6]=1)O)C.C1C=CC(P(C2C=CC=CC=2)C2C=CC=CC=2)=CC=1.C(Br)(Br)(Br)[Br:35]. (7) Given the product [CH2:17]([O:16][C:14](=[O:15])[CH2:13][O:8][C:6]1[CH:5]=[CH:4][C:3]([C:9](=[O:11])[CH3:10])=[C:2]([OH:1])[CH:7]=1)[C:18]1[CH:23]=[CH:22][CH:21]=[CH:20][CH:19]=1, predict the reactants needed to synthesize it. The reactants are: [OH:1][C:2]1[CH:7]=[C:6]([OH:8])[CH:5]=[CH:4][C:3]=1[C:9](=[O:11])[CH3:10].Br[CH2:13][C:14]([O:16][CH2:17][C:18]1[CH:23]=[CH:22][CH:21]=[CH:20][CH:19]=1)=[O:15]. (8) Given the product [Cl:1][C:2]1[N:3]=[C:4]([N:20]2[CH2:21][CH2:22][O:23][CH2:24][CH2:25]2)[C:5]2[S:10][C:9]([C:11]3[CH:12]=[C:13]([C:14]([N:26]4[CH2:31][CH2:30][O:29][CH2:28][CH2:27]4)=[O:16])[CH:17]=[CH:18][CH:19]=3)=[CH:8][C:6]=2[N:7]=1, predict the reactants needed to synthesize it. The reactants are: [Cl:1][C:2]1[N:3]=[C:4]([N:20]2[CH2:25][CH2:24][O:23][CH2:22][CH2:21]2)[C:5]2[S:10][C:9]([C:11]3[CH:12]=[C:13]([CH:17]=[CH:18][CH:19]=3)[C:14]([OH:16])=O)=[CH:8][C:6]=2[N:7]=1.[NH:26]1[CH2:31][CH2:30][O:29][CH2:28][CH2:27]1. (9) Given the product [NH2:5][C@@H:9]1[CH2:14][CH2:13][CH2:12][CH2:11][C@@H:10]1[O:15][C:16]1[CH:21]=[CH:20][C:19]([C:22]2[N:27]=[C:26]([NH:28][C:29]3[CH:30]=[CH:31][C:32]([N:35]4[CH2:36][CH2:37][N:38]([CH:41]5[CH2:42][O:43][CH2:44]5)[CH2:39][CH2:40]4)=[CH:33][CH:34]=3)[N:25]=[CH:24][N:23]=2)=[CH:18][C:17]=1[C:45]#[N:46], predict the reactants needed to synthesize it. The reactants are: C([N:5]([C@@H:9]1[CH2:14][CH2:13][CH2:12][CH2:11][C@@H:10]1[O:15][C:16]1[CH:21]=[CH:20][C:19]([C:22]2[N:27]=[C:26]([NH:28][C:29]3[CH:34]=[CH:33][C:32]([N:35]4[CH2:40][CH2:39][N:38]([CH:41]5[CH2:44][O:43][CH2:42]5)[CH2:37][CH2:36]4)=[CH:31][CH:30]=3)[N:25]=[CH:24][N:23]=2)=[CH:18][C:17]=1[C:45]#[N:46])C(=O)O)(C)(C)C.[NH2:5][C@@H:9]1[CH2:14][CH2:13][CH2:12][CH2:11][C@@H:10]1[O:15][C:16]1[CH:21]=[CH:20][C:19]([C:22]2[N:27]=[C:26]([NH:28][C:29]3[CH:34]=[CH:33][C:32]([N:35]4[CH2:36][CH2:37][N:38]([CH:41]5[CH2:44][O:43][CH2:42]5)[CH2:39][CH2:40]4)=[CH:31][CH:30]=3)[N:25]=[CH:24][N:23]=2)=[CH:18][C:17]=1[C:45]#[N:46].FC(F)(F)C(O)=O.[OH-].[Na+].